The task is: Predict the product of the given reaction.. This data is from Forward reaction prediction with 1.9M reactions from USPTO patents (1976-2016). (1) Given the reactants [CH2:1]([C:3]1[CH:4]=[CH:5][C:6]([O:17][CH3:18])=[C:7]([C:9]([C:11]2[CH:16]=[CH:15][CH:14]=[CH:13][CH:12]=2)=[O:10])[CH:8]=1)[CH3:2].[CH3:19][Mg]Br.Cl, predict the reaction product. The product is: [CH2:1]([C:3]1[CH:4]=[CH:5][C:6]([O:17][CH3:18])=[C:7]([C:9]([C:11]2[CH:16]=[CH:15][CH:14]=[CH:13][CH:12]=2)([OH:10])[CH3:19])[CH:8]=1)[CH3:2]. (2) Given the reactants [CH3:1][O:2][C:3]1[C:13]2[C:12]([C:14]3[CH:15]=[C:16]([CH:19]=[CH:20][CH:21]=3)[C:17]#[N:18])=[N:11][CH2:10][C:9](=[O:22])[NH:8][C:7]=2[CH:6]=[C:5]([O:23][CH3:24])[C:4]=1[C:25]1[CH:30]=[CH:29][CH:28]=[CH:27][CH:26]=1.CI.Br[CH2:34][CH2:35][CH2:36][C:37]1[CH:42]=[CH:41][CH:40]=[CH:39][CH:38]=1, predict the reaction product. The product is: [CH3:1][O:2][C:3]1[C:13]2[C:12]([C:14]3[CH:15]=[C:16]([CH:19]=[CH:20][CH:21]=3)[C:17]#[N:18])=[N:11][CH2:10][C:9](=[O:22])[N:8]([CH2:34][CH2:35][CH2:36][C:37]3[CH:42]=[CH:41][CH:40]=[CH:39][CH:38]=3)[C:7]=2[CH:6]=[C:5]([O:23][CH3:24])[C:4]=1[C:25]1[CH:30]=[CH:29][CH:28]=[CH:27][CH:26]=1. (3) Given the reactants [Cl:1][C:2]1[C:3]([F:24])=[C:4]([NH:8][C:9]2[C:18]3[C:13](=[CH:14][C:15]([O:22][CH3:23])=[C:16]([C:19](=O)[CH3:20])[CH:17]=3)[N:12]=[CH:11][N:10]=2)[CH:5]=[CH:6][CH:7]=1.[NH:25]1[CH2:32][CH2:31][CH2:30][C@H:26]1[C:27]([NH2:29])=[O:28], predict the reaction product. The product is: [Cl:1][C:2]1[C:3]([F:24])=[C:4]([NH:8][C:9]2[C:18]3[C:13](=[CH:14][C:15]([O:22][CH3:23])=[C:16]([CH:19]([N:25]4[CH2:32][CH2:31][CH2:30][C@H:26]4[C:27]([NH2:29])=[O:28])[CH3:20])[CH:17]=3)[N:12]=[CH:11][N:10]=2)[CH:5]=[CH:6][CH:7]=1. (4) Given the reactants [NH:1]1[CH:5]=[C:4]([CH2:6][N:7]2[C:15]3[C:10](=[C:11]([NH:16][C:17]([C:19]4[N:23]5[CH:24]=[CH:25][CH:26]=[CH:27][C:22]5=[N:21][CH:20]=4)=[O:18])[CH:12]=[CH:13][CH:14]=3)[C:9]([CH2:28][CH3:29])=[N:8]2)[CH:3]=[N:2]1.Br[CH2:31][CH2:32][O:33][Si:34]([C:37]([CH3:40])([CH3:39])[CH3:38])([CH3:36])[CH3:35].O.[OH-].[Cs+], predict the reaction product. The product is: [Si:34]([O:33][CH2:32][CH2:31][N:1]1[CH:5]=[C:4]([CH2:6][N:7]2[C:15]3[C:10](=[C:11]([NH:16][C:17]([C:19]4[N:23]5[CH:24]=[CH:25][CH:26]=[CH:27][C:22]5=[N:21][CH:20]=4)=[O:18])[CH:12]=[CH:13][CH:14]=3)[C:9]([CH2:28][CH3:29])=[N:8]2)[CH:3]=[N:2]1)([C:37]([CH3:40])([CH3:39])[CH3:38])([CH3:36])[CH3:35]. (5) Given the reactants [C:1]1([CH3:20])[CH:6]=[CH:5][C:4]([O:7][C:8]2[CH:16]=[CH:15][CH:14]=[C:13]3[C:9]=2[CH:10]=[C:11]([C:17]([OH:19])=O)[NH:12]3)=[CH:3][CH:2]=1.Cl.Cl.Cl.[N:24]1([CH2:31][CH2:32][N:33]2[CH2:38][CH2:37][CH:36]([NH2:39])[CH2:35][CH2:34]2)[CH2:30][CH2:29][CH2:28][CH2:27][CH2:26][CH2:25]1, predict the reaction product. The product is: [N:24]1([CH2:31][CH2:32][N:33]2[CH2:34][CH2:35][CH:36]([NH:39][C:17]([C:11]3[NH:12][C:13]4[C:9]([CH:10]=3)=[C:8]([O:7][C:4]3[CH:3]=[CH:2][C:1]([CH3:20])=[CH:6][CH:5]=3)[CH:16]=[CH:15][CH:14]=4)=[O:19])[CH2:37][CH2:38]2)[CH2:30][CH2:29][CH2:28][CH2:27][CH2:26][CH2:25]1. (6) Given the reactants [CH2:1]([O:8][C@H:9]1[C:19]2([CH2:21][CH2:20]2)[C@H:18]2[C@@H:11]([O:12][Si:13]([CH:31]([CH3:33])[CH3:32])([CH:28]([CH3:30])[CH3:29])[O:14][Si:15]([CH:25]([CH3:27])[CH3:26])([CH:22]([CH3:24])[CH3:23])[O:16][CH2:17]2)[C@H:10]1O)[C:2]1[CH:7]=[CH:6][CH:5]=[CH:4][CH:3]=1.C(N(S(F)(F)[F:41])CC)C, predict the reaction product. The product is: [CH2:1]([O:8][C@H:9]1[C:19]2([CH2:21][CH2:20]2)[C@H:18]2[C@@H:11]([O:12][Si:13]([CH:31]([CH3:33])[CH3:32])([CH:28]([CH3:30])[CH3:29])[O:14][Si:15]([CH:25]([CH3:27])[CH3:26])([CH:22]([CH3:24])[CH3:23])[O:16][CH2:17]2)[C@@H:10]1[F:41])[C:2]1[CH:7]=[CH:6][CH:5]=[CH:4][CH:3]=1.